From a dataset of Catalyst prediction with 721,799 reactions and 888 catalyst types from USPTO. Predict which catalyst facilitates the given reaction. (1) Reactant: [N:1]([CH:4]([C:6]1[CH:7]=[C:8]([Cl:26])[C:9]([CH3:25])=[C:10]([C:20]([NH:22][CH2:23][CH3:24])=[O:21])[C:11]=1[C:12]1[CH:17]=[C:16]([F:18])[CH:15]=[C:14]([F:19])[CH:13]=1)[CH3:5])=[N+]=[N-].CP(C)C. Product: [NH2:1][CH:4]([C:6]1[CH:7]=[C:8]([Cl:26])[C:9]([CH3:25])=[C:10]([C:20]([NH:22][CH2:23][CH3:24])=[O:21])[C:11]=1[C:12]1[CH:13]=[C:14]([F:19])[CH:15]=[C:16]([F:18])[CH:17]=1)[CH3:5]. The catalyst class is: 30. (2) Reactant: [F:1][C:2]([F:15])([F:14])[C:3]([OH:13])([C:9]([F:12])([F:11])[F:10])[CH2:4][S:5]([O-:8])(=[O:7])=[O:6].[C:16]([C:20]1[CH:25]=[CH:24][C:23]([I+:26][C:27]2[CH:32]=[CH:31][C:30]([C:33]([CH3:36])([CH3:35])[CH3:34])=[CH:29][CH:28]=2)=[CH:22][CH:21]=1)([CH3:19])([CH3:18])[CH3:17].C(N(CC)CC)C.[C:44](Cl)(=[O:49])[C:45]([CH3:48])([CH3:47])[CH3:46]. Product: [CH3:46][C:45]([CH3:48])([CH3:47])[C:44]([O:13][C:3]([C:2]([F:1])([F:14])[F:15])([C:9]([F:12])([F:10])[F:11])[CH2:4][S:5]([O-:8])(=[O:7])=[O:6])=[O:49].[C:33]([C:30]1[CH:31]=[CH:32][C:27]([I+:26][C:23]2[CH:22]=[CH:21][C:20]([C:16]([CH3:19])([CH3:18])[CH3:17])=[CH:25][CH:24]=2)=[CH:28][CH:29]=1)([CH3:36])([CH3:35])[CH3:34]. The catalyst class is: 143. (3) Reactant: [CH2:1]([C@@H:4]1[CH2:9][C:8](=[O:10])[CH2:7][C@H:6]([CH2:11][CH2:12][CH3:13])[NH:5]1)[CH2:2][CH3:3].[CH3:14][C:15]([O:18][C:19](O[C:19]([O:18][C:15]([CH3:17])([CH3:16])[CH3:14])=[O:20])=[O:20])([CH3:17])[CH3:16].O. Product: [C:15]([O:18][C:19]([N:5]1[C@@H:6]([CH2:11][CH2:12][CH3:13])[CH2:7][C:8](=[O:10])[CH2:9][C@H:4]1[CH2:1][CH2:2][CH3:3])=[O:20])([CH3:17])([CH3:16])[CH3:14]. The catalyst class is: 4. (4) Reactant: [H-].[Na+].[C:3]([O:7][C:8](=[O:13])[CH2:9][C:10]([CH3:12])=[O:11])([CH3:6])([CH3:5])[CH3:4].CI.[C:16](OCC)(=O)C. Product: [CH3:16][CH:9]([C:10](=[O:11])[CH3:12])[C:8]([O:7][C:3]([CH3:6])([CH3:4])[CH3:5])=[O:13]. The catalyst class is: 188.